This data is from HIV replication inhibition screening data with 41,000+ compounds from the AIDS Antiviral Screen. The task is: Binary Classification. Given a drug SMILES string, predict its activity (active/inactive) in a high-throughput screening assay against a specified biological target. (1) The compound is Cc1c2ccccc2n[c-](CSc2n[nH]c(=S)s2)[n+]1=O. The result is 0 (inactive). (2) The compound is c1ccc2cc3c(cc2c1)Cn1c-3nc2ccccc21. The result is 0 (inactive). (3) The drug is CC1OC(=O)C(O)=C1O. The result is 0 (inactive). (4) The compound is CC(=O)N1C(OCc2ccccc2)CCN1c1ccccc1. The result is 0 (inactive). (5) The drug is CC(=CC(=O)OCCCCCCCC(=O)NC1CCCNC1=O)C(O)C1OCC(CC=CC(C)C(C)O)C(O)C1O. The result is 1 (active). (6) The molecule is Sc1cnnc2c(Br)cccc12. The result is 0 (inactive). (7) The drug is COc1ccc2c3c(c(C(=O)c4ccccc4)oc13)CCC2. The result is 0 (inactive).